Dataset: Reaction yield outcomes from USPTO patents with 853,638 reactions. Task: Predict the reaction yield, written as a fraction of the theoretical maximum amount of product (1.0 means a 100% yield; for example, 0.34 means a 34% yield). (1) The reactants are [N:1]([C:4]1[CH:12]=[C:11]([F:13])[CH:10]=[CH:9][C:5]=1[C:6](Cl)=[O:7])=[N+:2]=[N-:3].[Cl:14][C:15]1[CH:20]=[CH:19][C:18]([NH2:21])=[CH:17][CH:16]=1.C([O-])(O)=O.[Na+]. The catalyst is C(Cl)Cl. The product is [N:1]([C:4]1[CH:12]=[C:11]([F:13])[CH:10]=[CH:9][C:5]=1[C:6]([NH:21][C:18]1[CH:19]=[CH:20][C:15]([Cl:14])=[CH:16][CH:17]=1)=[O:7])=[N+:2]=[N-:3]. The yield is 0.640. (2) The reactants are [Br:1][C:2]1[CH:7]=[CH:6][N:5]2[N:8]=[CH:9][C:10]([C:11]([NH:13][NH2:14])=[O:12])=[C:4]2[CH:3]=1.[C:15](=S)=[S:16].[OH-].[K+]. The catalyst is CCO. The product is [Br:1][C:2]1[CH:7]=[CH:6][N:5]2[N:8]=[CH:9][C:10]([C:11]3[O:12][C:15](=[S:16])[NH:14][N:13]=3)=[C:4]2[CH:3]=1. The yield is 0.830. (3) The reactants are [NH2:1][C:2]1[N:10]=[CH:9][N:8]=[C:7]2[C:3]=1[N:4]=[CH:5][N:6]2[C@H:11]1[C@@H:15]2[O:16]C(C)(C)[O:18][C@@H:14]2[C@@H:13]([CH2:21][N:22]([CH2:41][CH3:42])[C:23](=[O:40])[CH2:24][CH2:25][NH:26][C:27]([NH:29][C:30]2[CH:35]=[CH:34][C:33]([C:36]([CH3:39])([CH3:38])[CH3:37])=[CH:32][CH:31]=2)=[O:28])[O:12]1. The catalyst is Cl.CO. The product is [NH2:1][C:2]1[N:10]=[CH:9][N:8]=[C:7]2[C:3]=1[N:4]=[CH:5][N:6]2[C@@H:11]1[O:12][C@H:13]([CH2:21][N:22]([CH2:41][CH3:42])[C:23](=[O:40])[CH2:24][CH2:25][NH:26][C:27]([NH:29][C:30]2[CH:35]=[CH:34][C:33]([C:36]([CH3:38])([CH3:37])[CH3:39])=[CH:32][CH:31]=2)=[O:28])[C@@H:14]([OH:18])[C@H:15]1[OH:16]. The yield is 0.370. (4) The reactants are [CH3:1]N1CCCC1=O.[CH2:8]([O:10][C:11](=[O:20])[C:12]1[CH:17]=[CH:16][C:15](Cl)=[N:14][C:13]=1[NH2:19])[CH3:9].C[Sn](C)(C)C. The catalyst is C1C=CC([P]([Pd]([P](C2C=CC=CC=2)(C2C=CC=CC=2)C2C=CC=CC=2)([P](C2C=CC=CC=2)(C2C=CC=CC=2)C2C=CC=CC=2)[P](C2C=CC=CC=2)(C2C=CC=CC=2)C2C=CC=CC=2)(C2C=CC=CC=2)C2C=CC=CC=2)=CC=1.O. The product is [CH2:8]([O:10][C:11](=[O:20])[C:12]1[CH:17]=[CH:16][C:15]([CH3:1])=[N:14][C:13]=1[NH2:19])[CH3:9]. The yield is 0.480. (5) The reactants are C([N:8]1[C:12]([C:13]([OH:15])=[O:14])=[CH:11][C:10]([C:16]([F:19])([F:18])[F:17])=[N:9]1)C1C=CC=CC=1.[Na]. The catalyst is N. The product is [F:19][C:16]([F:17])([F:18])[C:10]1[CH:11]=[C:12]([C:13]([OH:15])=[O:14])[NH:8][N:9]=1. The yield is 0.840. (6) The reactants are Cl[C:2]1[N:7]=[C:6]([CH3:8])[C:5]([CH:9]([CH2:14][CH2:15][CH3:16])[C:10]([O:12][CH3:13])=[O:11])=[C:4]([C:17]2[CH:22]=[CH:21][C:20]([CH3:23])=[CH:19][CH:18]=2)[N:3]=1.[CH:24]([C:27]1[N:31]=[C:30]([CH:32]2[CH2:37][CH2:36][CH2:35][NH:34][CH2:33]2)[O:29][N:28]=1)([CH3:26])[CH3:25].C(N(CC)CC)C. The catalyst is O1CCCC1. The product is [CH:24]([C:27]1[N:31]=[C:30]([CH:32]2[CH2:37][CH2:36][CH2:35][N:34]([C:2]3[N:7]=[C:6]([CH3:8])[C:5]([CH:9]([CH2:14][CH2:15][CH3:16])[C:10]([O:12][CH3:13])=[O:11])=[C:4]([C:17]4[CH:22]=[CH:21][C:20]([CH3:23])=[CH:19][CH:18]=4)[N:3]=3)[CH2:33]2)[O:29][N:28]=1)([CH3:26])[CH3:25]. The yield is 0.180. (7) The reactants are [CH3:1][Li].[OH:3][CH:4]1[CH2:9][CH2:8][CH:7]([C:10]([OH:12])=O)[CH2:6][CH2:5]1. The catalyst is C1COCC1. The product is [OH:3][CH:4]1[CH2:5][CH2:6][CH:7]([C:10](=[O:12])[CH3:1])[CH2:8][CH2:9]1. The yield is 0.420. (8) The reactants are CO[C:3]([C:5]1[N:6]([CH3:24])[N:7]=[C:8]([O:10][CH2:11][C:12]2[C:13]([C:18]3[CH:23]=[CH:22][CH:21]=[CH:20][CH:19]=3)=[N:14][O:15][C:16]=2[CH3:17])[CH:9]=1)=[O:4].C[O:26][C:27]([C:29]1[NH:30]N=C(OCC2C(C3C=CC=CC=3)=NOC=2C)C=1)=O. No catalyst specified. The product is [OH:26][CH2:27][CH2:29][NH:30][C:3]([C:5]1[N:6]([CH3:24])[N:7]=[C:8]([O:10][CH2:11][C:12]2[C:13]([C:18]3[CH:19]=[CH:20][CH:21]=[CH:22][CH:23]=3)=[N:14][O:15][C:16]=2[CH3:17])[CH:9]=1)=[O:4]. The yield is 0.460. (9) The reactants are [F:1][CH:2]([F:11])[C:3](=O)[CH2:4][C:5]([O:7]CC)=O.Cl.[C:13](=[NH:18])([NH2:17])[CH2:14][CH2:15][CH3:16].C[O-].[Na+]. The catalyst is CO.C(OCC)(=O)C. The product is [F:11][CH:2]([F:1])[C:3]1[N:17]=[C:13]([CH2:14][CH2:15][CH3:16])[NH:18][C:5](=[O:7])[CH:4]=1. The yield is 1.00.